This data is from Peptide-MHC class I binding affinity with 185,985 pairs from IEDB/IMGT. The task is: Regression. Given a peptide amino acid sequence and an MHC pseudo amino acid sequence, predict their binding affinity value. This is MHC class I binding data. (1) The binding affinity (normalized) is 0.960. The MHC is HLA-A32:01 with pseudo-sequence HLA-A32:01. The peptide sequence is MMLKLLTEF. (2) The peptide sequence is EIIPKIKAY. The MHC is HLA-B15:09 with pseudo-sequence HLA-B15:09. The binding affinity (normalized) is 0.0847.